Dataset: M1 muscarinic receptor antagonist screen with 61,756 compounds. Task: Binary Classification. Given a drug SMILES string, predict its activity (active/inactive) in a high-throughput screening assay against a specified biological target. (1) The compound is S(=O)(=O)(CCCC)/C=C/C=C\S(=O)(=O)CCCC. The result is 0 (inactive). (2) The molecule is Clc1ccc(c2nn(c3sc(C(=O)N4CCOCC4)cc23)C)cc1. The result is 0 (inactive). (3) The compound is O(c1cc2c(C(=O)N(CCCO)C2=O)cc1)c1cc2c(C(=O)N(CCCO)C2=O)cc1. The result is 0 (inactive). (4) The molecule is S(=O)(=O)(N1CCN(CC1)c1ccc(NC(=O)COc2cc(ccc2)C)cc1)C. The result is 0 (inactive). (5) The compound is Clc1cc2c3ncnc(NCCN4CCOCC4)c3[nH]c2cc1. The result is 0 (inactive). (6) The compound is s1c(C(=O)C(C)(C)C)c(N)c(c1NCC=C)C#N. The result is 0 (inactive). (7) The drug is Fc1ccc(n2nc3c(c2NC(=O)C24CC5CC(C4)CC(C2)C5)CS(=O)C3)cc1. The result is 0 (inactive). (8) The drug is S(C1CCCCC1)c1n(OC)c(=O)c2c(n1)cccc2. The result is 0 (inactive). (9) The compound is O1C(c2[nH]c3c(c2CC1)cccc3CC)(CC)CC(O)=O. The result is 0 (inactive). (10) The compound is O=C(NCc1nc2n(c1)cccc2C)C1CCCCC1. The result is 0 (inactive).